Dataset: Catalyst prediction with 721,799 reactions and 888 catalyst types from USPTO. Task: Predict which catalyst facilitates the given reaction. (1) Reactant: C(OC(=O)[NH:10][CH2:11][CH2:12][CH2:13][CH2:14][C:15]1[CH:20]=[CH:19][C:18]([O:21][CH2:22][CH2:23][CH2:24][C:25]2[NH:29][N:28]=[N:27][N:26]=2)=[CH:17][CH:16]=1)C1C=CC=CC=1. Product: [NH:29]1[C:25]([CH2:24][CH2:23][CH2:22][O:21][C:18]2[CH:19]=[CH:20][C:15]([CH2:14][CH2:13][CH2:12][CH2:11][NH2:10])=[CH:16][CH:17]=2)=[N:26][N:27]=[N:28]1. The catalyst class is: 886. (2) Reactant: [O:1]=[C:2]1[N:11]([CH2:12][C:13]2[CH:26]=[CH:25][C:16]([C:17]([NH:19][CH2:20][CH2:21][CH2:22][O:23][CH3:24])=[O:18])=[CH:15][CH:14]=2)[C:10](=[O:27])[C:9]2[C:4](=[CH:5][CH:6]=[CH:7][CH:8]=2)[NH:3]1.[Br:28][C:29]1[CH:36]=[CH:35][C:32]([CH2:33]Br)=[CH:31][CH:30]=1.C(=O)([O-])[O-].[K+].[K+]. Product: [Br:28][C:29]1[CH:36]=[CH:35][C:32]([CH2:33][N:3]2[C:4]3[C:9](=[CH:8][CH:7]=[CH:6][CH:5]=3)[C:10](=[O:27])[N:11]([CH2:12][C:13]3[CH:26]=[CH:25][C:16]([C:17]([NH:19][CH2:20][CH2:21][CH2:22][O:23][CH3:24])=[O:18])=[CH:15][CH:14]=3)[C:2]2=[O:1])=[CH:31][CH:30]=1. The catalyst class is: 85. (3) Reactant: [OH:1][C:2]1[CH:7]=[C:6]([OH:8])[CH:5]=[CH:4][C:3]=1[CH:9]1[CH2:13][CH2:12][C:11](=O)[CH2:10]1.Cl.[NH2:16][OH:17].C(N(CC)CC)C. Product: [OH:1][C:2]1[CH:7]=[C:6]([OH:8])[CH:5]=[CH:4][C:3]=1[CH:9]1[CH2:13][CH2:12][C:11](=[N:16][OH:17])[CH2:10]1. The catalyst class is: 14. (4) Reactant: C[O:2][C:3]([C:5]1[C:10]([NH2:11])=[CH:9][C:8]([C:12]#[C:13][CH2:14][O:15][CH3:16])=[CH:7][N:6]=1)=[O:4].[OH-].[Li+:18].[ClH:19].C1(C)C=CC=CC=1. Product: [NH2:11][C:10]1[C:5]([C:3]([OH:4])=[O:2])=[N:6][CH:7]=[C:8]([C:12]#[C:13][CH2:14][O:15][CH3:16])[CH:9]=1.[Cl-:19].[Li+:18]. The catalyst class is: 1. (5) Product: [F:1][C:2]1[CH:7]=[CH:6][CH:5]=[CH:4][C:3]=1[C:8]1[N:9]=[CH:10][C:11]([NH2:14])=[CH:12][CH:13]=1. The catalyst class is: 63. Reactant: [F:1][C:2]1[CH:7]=[CH:6][CH:5]=[CH:4][C:3]=1[C:8]1[CH:13]=[CH:12][C:11]([N+:14]([O-])=O)=[CH:10][N:9]=1. (6) Reactant: [NH2:1][C:2]1[N:10]=[C:9]([O:11][CH2:12][CH2:13][O:14][CH3:15])[N:8]=[C:7]2[C:3]=1[N:4]=[CH:5][N:6]2[CH2:16][C:17]1[CH:18]=[C:19]([P:23](=[O:30])([O:27][CH2:28][CH3:29])[O:24][CH2:25][CH3:26])[CH:20]=[CH:21][CH:22]=1.[Br:31]N1C(=O)CCC1=O. The catalyst class is: 115. Product: [NH2:1][C:2]1[N:10]=[C:9]([O:11][CH2:12][CH2:13][O:14][CH3:15])[N:8]=[C:7]2[C:3]=1[N:4]=[C:5]([Br:31])[N:6]2[CH2:16][C:17]1[CH:18]=[C:19]([P:23](=[O:30])([O:24][CH2:25][CH3:26])[O:27][CH2:28][CH3:29])[CH:20]=[CH:21][CH:22]=1. (7) Reactant: [C:1]([NH:4][C:5]1[C:6]([N+:21]([O-])=O)=[C:7]([C:12](/[CH:15]=[CH:16]/[C:17]([O:19][CH3:20])=[O:18])=[CH:13][CH:14]=1)[C:8]([O:10][CH3:11])=[O:9])(=[O:3])[CH3:2]. Product: [C:1]([NH:4][C:5]1[C:6]([NH2:21])=[C:7]([C:12]([CH2:15][CH2:16][C:17]([O:19][CH3:20])=[O:18])=[CH:13][CH:14]=1)[C:8]([O:10][CH3:11])=[O:9])(=[O:3])[CH3:2]. The catalyst class is: 129.